Dataset: Full USPTO retrosynthesis dataset with 1.9M reactions from patents (1976-2016). Task: Predict the reactants needed to synthesize the given product. (1) Given the product [N:31]1([CH2:17][CH2:16][CH:13]2[CH2:12][CH2:11][N:10]([C:7]3[CH:6]=[CH:5][C:4]([NH2:1])=[CH:9][CH:8]=3)[CH2:15][CH2:14]2)[CH2:36][CH2:35][O:34][CH2:33][CH2:32]1, predict the reactants needed to synthesize it. The reactants are: [N+:1]([C:4]1[CH:9]=[CH:8][C:7]([N:10]2[CH2:15][CH2:14][CH:13]([CH2:16][CH2:17]O)[CH2:12][CH2:11]2)=[CH:6][CH:5]=1)([O-])=O.CS(Cl)(=O)=O.C(N(CC)CC)C.[NH:31]1[CH2:36][CH2:35][O:34][CH2:33][CH2:32]1. (2) Given the product [CH2:27]([Sn:18]([CH2:19][CH2:20][CH2:21][CH3:22])([CH2:23][CH2:24][CH2:25][CH3:26])[C:2]1[S:3][CH:4]=[CH:5][N:6]=1)[CH2:28][CH2:29][CH3:30], predict the reactants needed to synthesize it. The reactants are: Br[C:2]1[S:3][CH:4]=[CH:5][N:6]=1.[Li]CCCC.CCCCCC.[Sn:18](Cl)([CH2:27][CH2:28][CH2:29][CH3:30])([CH2:23][CH2:24][CH2:25][CH3:26])[CH2:19][CH2:20][CH2:21][CH3:22].O. (3) Given the product [CH3:22][N:21]1[C:17]([CH2:15][NH:14][C:12]2[CH:13]=[C:8]([OH:7])[CH:9]=[CH:10][C:11]=2[CH3:24])=[CH:18][C:19]([CH3:23])=[N:20]1, predict the reactants needed to synthesize it. The reactants are: [H-].[Al+3].[Li+].[H-].[H-].[H-].[OH:7][C:8]1[CH:9]=[CH:10][C:11]([CH3:24])=[C:12]([NH:14][C:15]([C:17]2[N:21]([CH3:22])[N:20]=[C:19]([CH3:23])[CH:18]=2)=O)[CH:13]=1.S([O-])([O-])(=O)=O.[Na+].[Na+].S([O-])([O-])(=O)=O.[Mg+2]. (4) Given the product [CH2:1]([N:8]1[CH2:13][CH2:12][C:11]([CH2:14][OH:15])([CH3:21])[CH2:10][CH2:9]1)[C:2]1[CH:7]=[CH:6][CH:5]=[CH:4][CH:3]=1, predict the reactants needed to synthesize it. The reactants are: [CH2:1]([N:8]1[CH2:13][CH2:12][C:11]([CH3:21])([C:14](OC(C)(C)C)=[O:15])[CH2:10][CH2:9]1)[C:2]1[CH:7]=[CH:6][CH:5]=[CH:4][CH:3]=1.[AlH4-].[Li+].[OH-].[Na+]. (5) Given the product [NH3:7].[CH2:40]([O:39][C:36]1[CH:37]=[CH:38][C:33]([CH2:32][CH2:31][O:16][C:13]2[CH:14]=[CH:15][C:10]([CH2:9][CH2:8][NH:7][C:6](=[O:17])[O:5][C:1]([CH3:4])([CH3:2])[CH3:3])=[CH:11][CH:12]=2)=[CH:34][C:35]=1[C@@H:47]([C:57]1[CH:58]=[CH:59][CH:60]=[CH:61][CH:62]=1)[CH2:48][CH2:49][N:50]([CH:54]([CH3:55])[CH3:56])[CH:51]([CH3:53])[CH3:52])[C:41]1[CH:42]=[CH:43][CH:44]=[CH:45][CH:46]=1, predict the reactants needed to synthesize it. The reactants are: [C:1]([O:5][C:6](=[O:17])[NH:7][CH2:8][CH2:9][C:10]1[CH:15]=[CH:14][C:13]([OH:16])=[CH:12][CH:11]=1)([CH3:4])([CH3:3])[CH3:2].C(=O)([O-])[O-].[K+].[K+].[I-].[K+].CS(O[CH2:31][CH2:32][C:33]1[CH:38]=[CH:37][C:36]([O:39][CH2:40][C:41]2[CH:46]=[CH:45][CH:44]=[CH:43][CH:42]=2)=[C:35]([C@@H:47]([C:57]2[CH:62]=[CH:61][CH:60]=[CH:59][CH:58]=2)[CH2:48][CH2:49][N:50]([CH:54]([CH3:56])[CH3:55])[CH:51]([CH3:53])[CH3:52])[CH:34]=1)(=O)=O. (6) Given the product [Si:15]([O:8][CH2:7][C:5](=[CH2:6])[C:4]([O:3][CH2:1][CH3:2])=[O:9])([C:18]([CH3:21])([CH3:20])[CH3:19])([CH3:17])[CH3:16], predict the reactants needed to synthesize it. The reactants are: [CH2:1]([O:3][C:4](=[O:9])[C:5]([CH2:7][OH:8])=[CH2:6])[CH3:2].N1C=CN=C1.[Si:15](Cl)([C:18]([CH3:21])([CH3:20])[CH3:19])([CH3:17])[CH3:16].CN(C=O)C. (7) Given the product [C:19]([O:1][C:2]1[CH:3]=[C:4]([CH:8]=[C:9]([O:11][C:27](=[O:26])[CH3:28])[CH:10]=1)[C:5]([OH:7])=[O:6])(=[O:21])[CH3:20], predict the reactants needed to synthesize it. The reactants are: [OH:1][C:2]1[CH:3]=[C:4]([CH:8]=[C:9]([OH:11])[CH:10]=1)[C:5]([OH:7])=[O:6].C(N(CC)CC)C.[C:19](OC(=O)C)(=[O:21])[CH3:20].[O:26]1CC[CH2:28][CH2:27]1. (8) Given the product [CH3:1][C:2]1[NH:3][C:4]2[C:9]([C:10]=1[CH3:11])=[CH:8][C:7]([NH:12][C:13]1[C:22]3[C:17](=[CH:18][C:19]([O:25][CH2:34][CH2:33][CH2:32][N:31]4[C:27]([CH3:26])=[N:28][CH:29]=[N:30]4)=[C:20]([O:23][CH3:24])[CH:21]=3)[N:16]=[CH:15][N:14]=1)=[CH:6][CH:5]=2, predict the reactants needed to synthesize it. The reactants are: [CH3:1][C:2]1[NH:3][C:4]2[C:9]([C:10]=1[CH3:11])=[CH:8][C:7]([NH:12][C:13]1[C:22]3[C:17](=[CH:18][C:19]([OH:25])=[C:20]([O:23][CH3:24])[CH:21]=3)[N:16]=[CH:15][N:14]=1)=[CH:6][CH:5]=2.[CH3:26][C:27]1[N:31]([CH2:32][CH2:33][CH2:34]O)[N:30]=[CH:29][N:28]=1. (9) Given the product [P:20]([CH2:2][N:5]([CH3:6])[CH2:7][C:8]([OH:10])=[O:9])([OH:22])([OH:21])=[O:19], predict the reactants needed to synthesize it. The reactants are: Cl.[C:2]([N:5]([CH2:7][C:8]([OH:10])=[O:9])[CH3:6])(=O)C.N(CC(O)=O)C.C=O.[OH:19][PH:20]([OH:22])=[O:21].P(Cl)(Cl)Cl.